Task: Predict the reactants needed to synthesize the given product.. Dataset: Full USPTO retrosynthesis dataset with 1.9M reactions from patents (1976-2016) Given the product [CH3:1][NH:2][C:3](=[O:9])[CH:4]=[C:5]([NH2:10])[CH2:6][CH3:7], predict the reactants needed to synthesize it. The reactants are: [CH3:1][NH:2][C:3](=[O:9])[CH2:4][C:5](=O)[CH2:6][CH3:7].[NH3:10].